Dataset: NCI-60 drug combinations with 297,098 pairs across 59 cell lines. Task: Regression. Given two drug SMILES strings and cell line genomic features, predict the synergy score measuring deviation from expected non-interaction effect. (1) Drug 1: CCC1=CC2CC(C3=C(CN(C2)C1)C4=CC=CC=C4N3)(C5=C(C=C6C(=C5)C78CCN9C7C(C=CC9)(C(C(C8N6C)(C(=O)OC)O)OC(=O)C)CC)OC)C(=O)OC.C(C(C(=O)O)O)(C(=O)O)O. Drug 2: CC1C(C(=O)NC(C(=O)N2CCCC2C(=O)N(CC(=O)N(C(C(=O)O1)C(C)C)C)C)C(C)C)NC(=O)C3=C4C(=C(C=C3)C)OC5=C(C(=O)C(=C(C5=N4)C(=O)NC6C(OC(=O)C(N(C(=O)CN(C(=O)C7CCCN7C(=O)C(NC6=O)C(C)C)C)C)C(C)C)C)N)C. Cell line: RXF 393. Synergy scores: CSS=25.7, Synergy_ZIP=9.56, Synergy_Bliss=10.2, Synergy_Loewe=11.0, Synergy_HSA=10.4. (2) Drug 1: CCC(=C(C1=CC=CC=C1)C2=CC=C(C=C2)OCCN(C)C)C3=CC=CC=C3.C(C(=O)O)C(CC(=O)O)(C(=O)O)O. Drug 2: CC12CCC3C(C1CCC2O)C(CC4=C3C=CC(=C4)O)CCCCCCCCCS(=O)CCCC(C(F)(F)F)(F)F. Cell line: NCI-H226. Synergy scores: CSS=4.35, Synergy_ZIP=-1.12, Synergy_Bliss=0.978, Synergy_Loewe=1.64, Synergy_HSA=0.906. (3) Drug 1: CN1CCC(CC1)COC2=C(C=C3C(=C2)N=CN=C3NC4=C(C=C(C=C4)Br)F)OC. Drug 2: CC1CCCC2(C(O2)CC(NC(=O)CC(C(C(=O)C(C1O)C)(C)C)O)C(=CC3=CSC(=N3)C)C)C. Cell line: MCF7. Synergy scores: CSS=5.09, Synergy_ZIP=-0.593, Synergy_Bliss=2.34, Synergy_Loewe=1.61, Synergy_HSA=2.87. (4) Drug 1: CN1C(=O)N2C=NC(=C2N=N1)C(=O)N. Drug 2: CC12CCC3C(C1CCC2OP(=O)(O)O)CCC4=C3C=CC(=C4)OC(=O)N(CCCl)CCCl.[Na+]. Cell line: HT29. Synergy scores: CSS=18.7, Synergy_ZIP=-3.98, Synergy_Bliss=-5.72, Synergy_Loewe=-9.37, Synergy_HSA=-4.08. (5) Drug 1: C1=C(C(=O)NC(=O)N1)F. Drug 2: CCCS(=O)(=O)NC1=C(C(=C(C=C1)F)C(=O)C2=CNC3=C2C=C(C=N3)C4=CC=C(C=C4)Cl)F. Cell line: SW-620. Synergy scores: CSS=30.8, Synergy_ZIP=9.28, Synergy_Bliss=8.49, Synergy_Loewe=-7.26, Synergy_HSA=-4.47.